Dataset: Full USPTO retrosynthesis dataset with 1.9M reactions from patents (1976-2016). Task: Predict the reactants needed to synthesize the given product. Given the product [N:19]1[CH:24]=[CH:23][C:22]([CH:25]([OH:32])[C:26]#[CH:27])=[CH:21][CH:20]=1, predict the reactants needed to synthesize it. The reactants are: CCCC[N+](CCCC)(CCCC)CCCC.[F-].[N:19]1[CH:24]=[CH:23][C:22]([CH:25]([OH:32])[C:26]#[C:27][Si](C)(C)C)=[CH:21][CH:20]=1.